Dataset: Forward reaction prediction with 1.9M reactions from USPTO patents (1976-2016). Task: Predict the product of the given reaction. (1) Given the reactants C(N([Zr:5]([N:14]([CH3:17])[CH2:15][CH3:16])([N:10]([CH3:13])[CH2:11][CH3:12])N(C)CC)C)C.[CH3:18][C:19]1[NH:20][C:21]([CH3:24])=[CH:22][CH:23]=1, predict the reaction product. The product is: [CH3:18][C:19]1[NH:20][C:21]([CH3:24])=[CH:22][C:23]=1[Zr:5]([C:23]1[CH:22]=[C:21]([CH3:24])[NH:20][C:19]=1[CH3:18])([N:10]([CH2:11][CH3:12])[CH3:13])[N:14]([CH3:17])[CH2:15][CH3:16]. (2) Given the reactants [NH2:1][C:2]1[NH:7][C:6](=O)[C:5]([N+:9]([O-:11])=[O:10])=[CH:4][N:3]=1.P(Cl)(Cl)([Cl:14])=O, predict the reaction product. The product is: [Cl:14][CH:6]1[NH:7][C:2]([NH2:1])=[N:3][CH:4]=[C:5]1[N+:9]([O-:11])=[O:10]. (3) Given the reactants [Br:1][C:2]1[CH:10]=[CH:9][C:8]([C:11]([NH2:13])=[O:12])=[C:7]2[C:3]=1[C:4]([CH3:22])=[CH:5][N:6]2COCC[Si](C)(C)C.[F-].C([N+](CCCC)(CCCC)CCCC)CCC.C1COCC1.C(N)CN.Cl, predict the reaction product. The product is: [Br:1][C:2]1[CH:10]=[CH:9][C:8]([C:11]([NH2:13])=[O:12])=[C:7]2[C:3]=1[C:4]([CH3:22])=[CH:5][NH:6]2. (4) Given the reactants Br[C:2]1[C:3]([O:10][CH3:11])=[N:4][C:5]([O:8][CH3:9])=[N:6][CH:7]=1.[O:12]1[C:16]2([CH2:21][CH2:20][C:19](=[O:22])[CH2:18][CH2:17]2)[O:15][CH2:14][CH2:13]1, predict the reaction product. The product is: [CH3:9][O:8][C:5]1[N:4]=[C:3]([O:10][CH3:11])[C:2]([C:19]2([OH:22])[CH2:20][CH2:21][C:16]3([O:15][CH2:14][CH2:13][O:12]3)[CH2:17][CH2:18]2)=[CH:7][N:6]=1. (5) The product is: [ClH:32].[CH3:1][C:2]1[C:7]2[C:8]([CH2:11][N:12]3[C:16]4[CH:17]=[CH:18][CH:19]=[CH:20][C:15]=4[N:14]=[C:13]3[S:21][CH2:22][CH2:23][CH2:24][C:25]([OH:27])=[O:26])=[CH:9][S:10][C:6]=2[CH:5]=[CH:4][CH:3]=1. Given the reactants [CH3:1][C:2]1[C:7]2[C:8]([CH2:11][N:12]3[C:16]4[CH:17]=[CH:18][CH:19]=[CH:20][C:15]=4[N:14]=[C:13]3[S:21][CH2:22][CH2:23][CH2:24][C:25]([OH:27])=[O:26])=[CH:9][S:10][C:6]=2[CH:5]=[CH:4][CH:3]=1.C(O)(=O)C.[ClH:32], predict the reaction product. (6) The product is: [Si:1]([O:8][CH2:9][C:10]1[S:14][C:13]([C:15]#[N:23])=[C:12]([CH3:17])[CH:11]=1)([C:4]([CH3:7])([CH3:6])[CH3:5])([CH3:3])[CH3:2]. Given the reactants [Si:1]([O:8][CH2:9][C:10]1[S:14][C:13]([CH:15]=O)=[C:12]([CH3:17])[CH:11]=1)([C:4]([CH3:7])([CH3:6])[CH3:5])([CH3:3])[CH3:2].Cl.NO.C([N:23](CC)CC)C.C1(N=C=NC2CCCCC2)CCCCC1, predict the reaction product.